This data is from Forward reaction prediction with 1.9M reactions from USPTO patents (1976-2016). The task is: Predict the product of the given reaction. Given the reactants CCN(C(C)C)C(C)C.C1C=CC2N(O)N=NC=2C=1.CCN=C=NCCCN(C)C.[C:31]1([C:37]2[NH:41][N:40]=[C:39]([C:42]([NH:44][CH2:45][C:46]([OH:48])=O)=[O:43])[CH:38]=2)[CH:36]=[CH:35][CH:34]=[CH:33][CH:32]=1.Cl.[NH:50]1[CH2:53][CH:52]([O:54][C:55]2[CH:56]=[C:57]([CH:60]=[CH:61][C:62]=2[CH3:63])[C:58]#[N:59])[CH2:51]1.Cl.FC(F)(F)C1C=C(C=CC=1)OC1CNC1, predict the reaction product. The product is: [C:58]([C:57]1[CH:60]=[CH:61][C:62]([CH3:63])=[C:55]([CH:56]=1)[O:54][CH:52]1[CH2:51][N:50]([C:46](=[O:48])[CH2:45][NH:44][C:42]([C:39]2[CH:38]=[C:37]([C:31]3[CH:32]=[CH:33][CH:34]=[CH:35][CH:36]=3)[NH:41][N:40]=2)=[O:43])[CH2:53]1)#[N:59].